From a dataset of Forward reaction prediction with 1.9M reactions from USPTO patents (1976-2016). Predict the product of the given reaction. Given the reactants [CH:1]1([C:7]2[C:16]3[O:15][CH:14]([CH:17]([CH3:19])[CH3:18])[C:13](=O)[NH:12][C:11]=3[CH:10]=[CH:9][CH:8]=2)[CH2:6][CH2:5][CH2:4][CH2:3][CH2:2]1.B.O1CCCC1.Cl.C(=O)([O-])O.[Na+], predict the reaction product. The product is: [CH:1]1([C:7]2[C:16]3[O:15][CH:14]([CH:17]([CH3:19])[CH3:18])[CH2:13][NH:12][C:11]=3[CH:10]=[CH:9][CH:8]=2)[CH2:2][CH2:3][CH2:4][CH2:5][CH2:6]1.